This data is from Reaction yield outcomes from USPTO patents with 853,638 reactions. The task is: Predict the reaction yield, written as a fraction of the theoretical maximum amount of product (1.0 means a 100% yield; for example, 0.34 means a 34% yield). (1) The reactants are [NH2:1][C:2]1[S:3][C:4]2[CH:10]=[CH:9][CH:8]=[C:7]([O:11][CH3:12])[C:5]=2[N:6]=1.[OH:13][C:14]1[N:19]=[C:18]([C:20](Cl)=[O:21])[CH:17]=[CH:16][CH:15]=1. No catalyst specified. The product is [CH3:12][O:11][C:7]1[C:5]2[N:6]=[C:2]([NH:1][C:20]([C:18]3[CH:17]=[CH:16][CH:15]=[C:14]([OH:13])[N:19]=3)=[O:21])[S:3][C:4]=2[CH:10]=[CH:9][CH:8]=1. The yield is 0.0500. (2) The reactants are C([O:8][C:9]1[CH:26]=[CH:25][C:24]2[C:23]3[C@H:14]([C@H:15]4[C@@:19]([CH2:21][C:22]=3[CH2:27]/[CH:28]=[CH:29]/[CH2:30][CH2:31][CH2:32][CH2:33][CH2:34][CH2:35][C@H:36]([CH2:53][CH2:54][C:55]([F:67])([F:66])[C:56]([F:65])([F:64])[C:57]([F:63])([F:62])[C:58]([F:61])([F:60])[F:59])[C:37]([N:39]3[C@H:43]([C:44]5[CH:49]=[CH:48][CH:47]=[CH:46][CH:45]=5)[C@H:42]([CH3:50])[N:41]([CH3:51])[C:40]3=[O:52])=[O:38])([CH3:20])[C@@H:18]([O:68]CC3C=CC=CC=3)[CH2:17][CH2:16]4)[CH2:13][CH2:12][C:11]=2[CH:10]=1)C1C=CC=CC=1.C(OC1C=CC2C3[C@H]([C@H]4[C@@](CC=3C/C=C\CCCCCC[C@H](CCC(F)(F)C(F)(F)C(F)(F)C(F)(F)F)C(N3[C@H](C5C=CC=CC=5)[C@H](C)N(C)C3=O)=O)(C)[C@@H](OCC3C=CC=CC=3)CC4)CCC=2C=1)C1C=CC=CC=1. The catalyst is CO.O1CCCC1.[OH-].[OH-].[Pd+2]. The product is [OH:8][C:9]1[CH:26]=[CH:25][C:24]2[C@@H:23]3[C@H:14]([C@H:15]4[C@@:19]([CH2:21][C@@H:22]3[CH2:27][CH2:28][CH2:29][CH2:30][CH2:31][CH2:32][CH2:33][CH2:34][CH2:35][C@H:36]([CH2:53][CH2:54][C:55]([F:67])([F:66])[C:56]([F:64])([F:65])[C:57]([F:62])([F:63])[C:58]([F:59])([F:60])[F:61])[C:37]([N:39]3[C@H:43]([C:44]5[CH:45]=[CH:46][CH:47]=[CH:48][CH:49]=5)[C@H:42]([CH3:50])[N:41]([CH3:51])[C:40]3=[O:52])=[O:38])([CH3:20])[C@@H:18]([OH:68])[CH2:17][CH2:16]4)[CH2:13][CH2:12][C:11]=2[CH:10]=1. The yield is 0.700. (3) The reactants are [F:1][C:2]([F:54])([F:53])[C:3]1[CH:4]=[C:5]([C:13]([CH3:52])([CH3:51])[C:14]([N:16]([C:18]2[CH:19]=[N:20][C:21]([N:32]3[C@H:41]([CH2:42][O:43][Si:44]([C:47]([CH3:50])([CH3:49])[CH3:48])([CH3:46])[CH3:45])[CH2:40][N:39]4[C@H:34]([CH2:35][O:36][CH2:37][CH2:38]4)[CH2:33]3)=[CH:22][C:23]=2[C:24]2[CH:29]=[CH:28][CH:27]=[CH:26][C:25]=2[CH:30]=[O:31])[CH3:17])=[O:15])[CH:6]=[C:7]([C:9]([F:12])([F:11])[F:10])[CH:8]=1.[BH4-].[Na+]. The catalyst is C1COCC1. The product is [F:54][C:2]([F:1])([F:53])[C:3]1[CH:4]=[C:5]([C:13]([CH3:52])([CH3:51])[C:14]([N:16]([C:18]2[CH:19]=[N:20][C:21]([N:32]3[C@H:41]([CH2:42][O:43][Si:44]([C:47]([CH3:48])([CH3:50])[CH3:49])([CH3:45])[CH3:46])[CH2:40][N:39]4[C@H:34]([CH2:35][O:36][CH2:37][CH2:38]4)[CH2:33]3)=[CH:22][C:23]=2[C:24]2[CH:29]=[CH:28][CH:27]=[CH:26][C:25]=2[CH2:30][OH:31])[CH3:17])=[O:15])[CH:6]=[C:7]([C:9]([F:10])([F:12])[F:11])[CH:8]=1. The yield is 0.890. (4) The reactants are ClC1[CH:7]=[CH:6][C:5]([N:8]2[C:16]([C:17]([NH:19][CH3:20])=[O:18])=[C:15]3[C:10]([CH:11]=[C:12]([N:24]([S:30]([CH3:33])(=[O:32])=[O:31])[CH2:25][CH2:26]CC=C)[C:13]([CH:21]4[CH2:23][CH2:22]4)=[CH:14]3)=[N:9]2)=CC=1.[O:34]1[CH2:37][CH:36](CCO)[CH2:35]1.[C:41]1(P(C2C=CC=CC=2)C2C=CC=CC=2)[CH:46]=CC=C[CH:42]=1.CC(OC(/[N:66]=N/C(OC(C)C)=O)=O)C. The catalyst is C1COCC1.CCOC(C)=O. The product is [CH:21]1([C:13]2[C:12]([N:24]([S:30]([CH3:33])(=[O:32])=[O:31])[CH2:25][CH2:26][CH:36]3[CH2:35][O:34][CH2:37]3)=[CH:11][C:10]3[C:15](=[C:16]([C:17]([NH:19][CH3:20])=[O:18])[N:8]([C:5]4[CH:6]=[CH:7][C:41]([CH3:46])=[CH:42][N:66]=4)[N:9]=3)[CH:14]=2)[CH2:23][CH2:22]1. The yield is 0.590. (5) The reactants are [C:1]([O:5][PH:6]([CH2:8][CH:9]([CH2:17][CH2:18][C:19]([O:21][C:22]([CH3:25])([CH3:24])[CH3:23])=[O:20])[C:10]([O:12][C:13]([CH3:16])([CH3:15])[CH3:14])=[O:11])=[O:7])([CH3:4])([CH3:3])[CH3:2].[C:26]([O:31][CH2:32][C:33]1[CH:38]=[CH:37][CH:36]=[CH:35][CH:34]=1)(=[O:30])[C:27]([CH3:29])=[CH2:28].[H-].[Na+].O. The catalyst is C1COCC1.CCOCC. The product is [CH2:32]([O:31][C:26]([CH:27]([CH3:29])[CH2:28][P:6]([CH2:8][CH:9]([CH2:17][CH2:18][C:19]([O:21][C:22]([CH3:25])([CH3:24])[CH3:23])=[O:20])[C:10]([O:12][C:13]([CH3:14])([CH3:15])[CH3:16])=[O:11])([O:5][C:1]([CH3:4])([CH3:2])[CH3:3])=[O:7])=[O:30])[C:33]1[CH:38]=[CH:37][CH:36]=[CH:35][CH:34]=1. The yield is 0.530.